This data is from Full USPTO retrosynthesis dataset with 1.9M reactions from patents (1976-2016). The task is: Predict the reactants needed to synthesize the given product. (1) Given the product [CH2:75]([O:78][CH2:79]/[CH:80]=[CH:81]/[C@@H:82]1[O:86][C@@H:85]([CH2:87][CH2:88][C@@H:89]2[O:94][C@H:93]([CH2:95][C@H:96]3[C@H:97]([C@H:122]([S:123]([C:126]4[CH:127]=[CH:128][CH:129]=[CH:130][CH:131]=4)(=[O:124])=[O:125])[CH:51]([OH:52])[CH2:50][C@@H:47]4[O:46][C@@H:26]5[C@H:27]([O:28][Si:29]([C:42]([CH3:43])([CH3:44])[CH3:45])([C:30]6[CH:35]=[CH:34][CH:33]=[CH:32][CH:31]=6)[C:36]6[CH:41]=[CH:40][CH:39]=[CH:38][CH:37]=6)[C@@H:22]6[O:21][C@H:20]([CH2:53][CH:54]([O:57][Si:58]([CH2:61][CH3:62])([CH2:59][CH3:60])[CH2:63][CH3:64])[CH:55]=[CH2:56])[C@H:19]([O:18][Si:1]([C:14]([CH3:16])([CH3:17])[CH3:15])([C:8]7[CH:9]=[CH:10][CH:11]=[CH:12][CH:13]=7)[C:2]7[CH:3]=[CH:4][CH:5]=[CH:6][CH:7]=7)[C@@H:23]6[O:24][C@H:25]5[CH2:49][CH2:48]4)[C@@H:98]([O:120][CH3:121])[C@@H:99]([CH2:101][C@H:102]([O:103][Si:104]([C:105]([CH3:108])([CH3:107])[CH3:106])([CH3:110])[CH3:109])[CH2:111][O:112][Si:113]([C:114]([CH3:116])([CH3:117])[CH3:115])([CH3:119])[CH3:118])[O:100]3)[C:92](=[CH2:132])[C@H:91]([CH3:133])[CH2:90]2)[C:84](=[CH2:134])[CH2:83]1)[CH:76]=[CH2:77], predict the reactants needed to synthesize it. The reactants are: [Si:1]([O:18][C@@H:19]1[C@@H:23]2[O:24][C@H:25]3[CH2:49][CH2:48][C@H:47]([CH2:50][CH:51]=[O:52])[O:46][C@@H:26]3[C@H:27]([O:28][Si:29]([C:42]([CH3:45])([CH3:44])[CH3:43])([C:36]3[CH:41]=[CH:40][CH:39]=[CH:38][CH:37]=3)[C:30]3[CH:35]=[CH:34][CH:33]=[CH:32][CH:31]=3)[C@@H:22]2[O:21][C@@H:20]1[CH2:53][CH:54]([O:57][Si:58]([CH2:63][CH3:64])([CH2:61][CH3:62])[CH2:59][CH3:60])[CH:55]=[CH2:56])([C:14]([CH3:17])([CH3:16])[CH3:15])([C:8]1[CH:13]=[CH:12][CH:11]=[CH:10][CH:9]=1)[C:2]1[CH:7]=[CH:6][CH:5]=[CH:4][CH:3]=1.C1COCC1.C([Li])CCC.[CH2:75]([O:78][CH2:79]/[CH:80]=[CH:81]/[C@@H:82]1[O:86][C@@H:85]([CH2:87][CH2:88][C@@H:89]2[O:94][C@H:93]([CH2:95][C@@H:96]3[O:100][C@H:99]([CH2:101][C@@H:102]([CH2:111][O:112][Si:113]([CH3:119])([CH3:118])[C:114]([CH3:117])([CH3:116])[CH3:115])[O:103][Si:104]([CH3:110])([CH3:109])[C:105]([CH3:108])([CH3:107])[CH3:106])[C@H:98]([O:120][CH3:121])[C@H:97]3[CH2:122][S:123]([C:126]3[CH:131]=[CH:130][CH:129]=[CH:128][CH:127]=3)(=[O:125])=[O:124])[C:92](=[CH2:132])[C@H:91]([CH3:133])[CH2:90]2)[C:84](=[CH2:134])[CH2:83]1)[CH:76]=[CH2:77].[NH4+].[Cl-]. (2) The reactants are: [NH2:1][C:2]1[O:3][CH2:4][C@@:5]2([N:28]=1)[C:18]1[CH:17]=[C:16]([OH:19])[CH:15]=[C:14]([F:20])[C:13]=1[O:12][C:11]1[C:6]2=[CH:7][C:8]([C:21]2[C:22]([F:27])=[N:23][CH:24]=[CH:25][CH:26]=2)=[CH:9][CH:10]=1.[F:29][C:30]([F:49])([F:48])[S:31](N(C1C=CC=CC=1)[S:31]([C:30]([F:49])([F:48])[F:29])(=[O:33])=[O:32])(=[O:33])=[O:32].[CH2:50]([Cl:52])[Cl:51]. Given the product [CH2:50]([Cl:52])[Cl:51].[CH3:2][OH:3].[NH4+:1].[OH-:32].[F:29][C:30]([F:49])([F:48])[S:31]([O:19][C:16]1[CH:17]=[C:18]2[C:13]([O:12][C:11]3[CH:10]=[CH:9][C:8]([C:21]4[C:22]([F:27])=[N:23][CH:24]=[CH:25][CH:26]=4)=[CH:7][C:6]=3[C@:5]32[CH2:4][O:3][C:2]([NH2:1])=[N:28]3)=[C:14]([F:20])[CH:15]=1)(=[O:33])=[O:32], predict the reactants needed to synthesize it. (3) Given the product [CH3:14][N:15]([CH3:19])[CH2:16][CH2:17][NH:18][C:6](=[O:11])[C:7]([F:8])([F:9])[F:10], predict the reactants needed to synthesize it. The reactants are: [F:8][C:7]([F:10])([F:9])[C:6](O[C:6](=[O:11])[C:7]([F:10])([F:9])[F:8])=[O:11].[CH3:14][N:15]([CH3:19])[CH2:16][CH2:17][NH2:18].C(=O)(O)[O-].[Na+]. (4) The reactants are: Br[C:2]1[CH:15]=[C:14]2[C:5]([O:6][C:7]3[C:8]([F:24])=[CH:9][C:10]([O:22][CH3:23])=[CH:11][C:12]=3[C@@:13]32[CH2:20][CH2:19][O:18][C:17]([NH2:21])=[N:16]3)=[CH:4][CH:3]=1.[F:25][C:26]1[C:31](B(O)O)=[CH:30][CH:29]=[CH:28][N:27]=1.[F:35][C@@H:36]1[CH2:40]CN[CH2:37]1. Given the product [F:24][C:8]1[C:7]2[O:6][C:5]3[C:14](=[CH:15][C:2]([C:31]4[C:26]([F:25])=[N:27][CH:28]=[CH:29][CH:30]=4)=[CH:3][CH:4]=3)[C@@:13]3([CH2:20][CH2:19][O:18][C:17]([NH2:21])=[N:16]3)[C:12]=2[CH:11]=[C:10]([O:22][CH2:23][C:36]([F:35])([CH3:40])[CH3:37])[CH:9]=1, predict the reactants needed to synthesize it. (5) The reactants are: Br[C:2]1[CH:7]=[CH:6][C:5]([C@@H:8]([N:10]2[CH2:15][CH2:14][C@@:13]([C:20]3[CH:25]=[CH:24][C:23]([F:26])=[CH:22][CH:21]=3)([CH2:16][CH2:17][CH2:18][OH:19])[O:12][C:11]2=[O:27])[CH3:9])=[CH:4][CH:3]=1.[F:28][C:29]1[CH:30]=[C:31](B(O)O)[CH:32]=[N:33][CH:34]=1. Given the product [F:26][C:23]1[CH:24]=[CH:25][C:20]([C@:13]2([CH2:16][CH2:17][CH2:18][OH:19])[O:12][C:11](=[O:27])[N:10]([C@H:8]([C:5]3[CH:6]=[CH:7][C:2]([C:31]4[CH:32]=[N:33][CH:34]=[C:29]([F:28])[CH:30]=4)=[CH:3][CH:4]=3)[CH3:9])[CH2:15][CH2:14]2)=[CH:21][CH:22]=1, predict the reactants needed to synthesize it. (6) Given the product [O:14]=[C:11]1[NH:10][C:9]2[CH:15]=[C:5]([C:3]([OH:4])=[O:2])[CH:6]=[CH:7][C:8]=2[S:13][CH2:12]1, predict the reactants needed to synthesize it. The reactants are: C[O:2][C:3]([C:5]1[CH:6]=[CH:7][C:8]2[S:13][CH2:12][C:11](=[O:14])[NH:10][C:9]=2[CH:15]=1)=[O:4].[OH-].[Na+].O.